This data is from Forward reaction prediction with 1.9M reactions from USPTO patents (1976-2016). The task is: Predict the product of the given reaction. (1) Given the reactants [F:1][C:2]1[CH:3]=[CH:4][C:5]([O:19][CH3:20])=[C:6]([C:8]([CH3:18])([CH3:17])[CH2:9][C:10]2([C:13]([F:16])([F:15])[F:14])[CH2:12][O:11]2)[CH:7]=1.Cl.[C:22]1([N:28]2[C:36]3[CH:35]=[CH:34][CH:33]=[C:32]([NH2:37])[C:31]=3[CH:30]=[N:29]2)[CH:27]=[CH:26][CH:25]=[CH:24][CH:23]=1, predict the reaction product. The product is: [F:14][C:13]([F:16])([F:15])[C:10]([CH2:12][NH:37][C:32]1[CH:33]=[CH:34][CH:35]=[C:36]2[C:31]=1[CH:30]=[N:29][N:28]2[C:22]1[CH:23]=[CH:24][CH:25]=[CH:26][CH:27]=1)([OH:11])[CH2:9][C:8]([C:6]1[CH:7]=[C:2]([F:1])[CH:3]=[CH:4][C:5]=1[O:19][CH3:20])([CH3:18])[CH3:17]. (2) The product is: [Br:1][C:2]1[C:10]2[N:9]=[C:8]([CH:11]([CH3:13])[CH3:12])[N:7]([CH2:14][C:15]3[CH:20]=[CH:19][CH:18]=[C:17]([C:21]([F:23])([F:22])[F:24])[C:16]=3[CH3:25])[C:6]=2[CH:5]=[C:4]([NH2:26])[CH:3]=1. Given the reactants [Br:1][C:2]1[C:10]2[N:9]=[C:8]([CH:11]([CH3:13])[CH3:12])[N:7]([CH2:14][C:15]3[CH:20]=[CH:19][CH:18]=[C:17]([C:21]([F:24])([F:23])[F:22])[C:16]=3[CH3:25])[C:6]=2[CH:5]=[C:4]([N+:26]([O-])=O)[CH:3]=1.O.O.[Sn](Cl)Cl.Cl.C(=O)([O-])[O-].[Na+].[Na+], predict the reaction product. (3) Given the reactants [F:1][C:2]1[CH:7]=[CH:6][CH:5]=[C:4]([F:8])[C:3]=1[C:9]1[N:14]=[C:13]([C:15]([NH:17][C:18]2[CH:19]=[N:20][CH:21]=[CH:22][C:23]=2[C@H:24]2[CH2:29][C@@H:28]([NH:30]C(=O)OC(C)(C)C)[C@@H:27](SCCOC)[C@@H:26]([CH3:43])[CH2:25]2)=[O:16])[CH:12]=[CH:11][C:10]=1[F:44].O[O:46][S:47]([O-:49])=O.[K+].[C:51](O)([C:53](F)(F)F)=[O:52].[CH2:58](Cl)Cl, predict the reaction product. The product is: [NH2:30][C@H:28]1[C@@H:27]([S:47]([CH2:53][CH2:51][O:52][CH3:58])(=[O:49])=[O:46])[C@@H:26]([CH3:43])[CH2:25][C@@H:24]([C:23]2[CH:22]=[CH:21][N:20]=[CH:19][C:18]=2[NH:17][C:15](=[O:16])[C:13]2[CH:12]=[CH:11][C:10]([F:44])=[C:9]([C:3]3[C:2]([F:1])=[CH:7][CH:6]=[CH:5][C:4]=3[F:8])[N:14]=2)[CH2:29]1. (4) The product is: [NH2:15][C:14]1[C:6]2[C:7](=[CH:8][C:3]([Br:2])=[CH:4][CH:5]=2)[NH:9][C:10]=1[C:11]([NH2:13])=[O:12]. Given the reactants [Na].[Br:2][C:3]1[CH:4]=[CH:5][C:6]([C:14]#[N:15])=[C:7]([NH:9][CH2:10][C:11]([NH2:13])=[O:12])[CH:8]=1.[NH4+].[Cl-], predict the reaction product. (5) Given the reactants [C:1]([NH2:10])(=[O:9])[C:2]1[C:3](=[CH:5][CH:6]=[CH:7][CH:8]=1)[OH:4].N1C=CC=CC=1.C(#N)C.Cl[C:21](OCC)=[O:22], predict the reaction product. The product is: [O:4]1[C:3]2[CH:5]=[CH:6][CH:7]=[CH:8][C:2]=2[C:1](=[O:9])[NH:10][C:21]1=[O:22]. (6) Given the reactants [F:1][C:2]1[CH:31]=[CH:30][CH:29]=[C:28]([F:32])[C:3]=1[CH2:4][O:5][C:6]1[C:7]2[N:8]([C:12]([C:16]([NH:18][C:19]([C:23]3[N:24]=[N:25][NH:26][N:27]=3)([CH3:22])[CH2:20][OH:21])=[O:17])=[C:13]([CH3:15])[N:14]=2)[CH:9]=[CH:10][CH:11]=1.[C:33](=O)([O-])[O-].[K+].[K+].CI.C(OC(C)C)(C)C, predict the reaction product. The product is: [F:32][C:28]1[CH:29]=[CH:30][CH:31]=[C:2]([F:1])[C:3]=1[CH2:4][O:5][C:6]1[C:7]2[N:8]([C:12]([C:16]([NH:18][C:19]([C:23]3[N:27]=[N:26][N:25]([CH3:33])[N:24]=3)([CH3:22])[CH2:20][OH:21])=[O:17])=[C:13]([CH3:15])[N:14]=2)[CH:9]=[CH:10][CH:11]=1. (7) Given the reactants [Cl:1][C:2]1[N:7]=[CH:6][C:5]([OH:8])=[CH:4][N:3]=1.N1C=CN=C1.[Si:14](Cl)([C:17]([CH3:20])([CH3:19])[CH3:18])([CH3:16])[CH3:15].O, predict the reaction product. The product is: [Si:14]([O:8][C:5]1[CH:4]=[N:3][C:2]([Cl:1])=[N:7][CH:6]=1)([C:17]([CH3:20])([CH3:19])[CH3:18])([CH3:16])[CH3:15].